From a dataset of Reaction yield outcomes from USPTO patents with 853,638 reactions. Predict the reaction yield, written as a fraction of the theoretical maximum amount of product (1.0 means a 100% yield; for example, 0.34 means a 34% yield). (1) The reactants are [Br:1][C:2]1[S:6](=[O:8])(=[O:7])[C:5]2[CH:9]=[C:10]([O:13][CH3:14])[CH:11]=[CH:12][C:4]=2[C:3]=1Br.[Br:16][C:17]1[CH:22]=[CH:21][C:20]([OH:23])=[CH:19][CH:18]=1.C([O-])([O-])=O.[Cs+].[Cs+]. The catalyst is C1COCC1. The product is [Br:1][C:2]1[S:6](=[O:8])(=[O:7])[C:5]2[CH:9]=[C:10]([O:13][CH3:14])[CH:11]=[CH:12][C:4]=2[C:3]=1[O:23][C:20]1[CH:21]=[CH:22][C:17]([Br:16])=[CH:18][CH:19]=1. The yield is 0.980. (2) The yield is 0.670. The reactants are C([O:14][C:15]1[C:16]2[C:35](=[O:36])[N:34]([CH2:37][C:38]3[CH:43]=[CH:42][C:41]([F:44])=[CH:40][CH:39]=3)[CH2:33][C:17]=2[C:18]([O:25][S:26]([C:29]([F:32])([F:31])[F:30])(=[O:28])=[O:27])=[C:19]2[C:24]=1[N:23]=[CH:22][CH:21]=[CH:20]2)(C1C=CC=CC=1)C1C=CC=CC=1.FC(F)(F)C(O)=O.C([SiH](CC)CC)C. The product is [F:44][C:41]1[CH:40]=[CH:39][C:38]([CH2:37][N:34]2[C:35](=[O:36])[C:16]3[C:15]([OH:14])=[C:24]4[C:19]([CH:20]=[CH:21][CH:22]=[N:23]4)=[C:18]([O:25][S:26]([C:29]([F:30])([F:31])[F:32])(=[O:28])=[O:27])[C:17]=3[CH2:33]2)=[CH:43][CH:42]=1. The catalyst is ClCCl. (3) The yield is 0.730. The reactants are Br[C:2]1[C:3]2[CH:12]=[CH:11][N:10]([S:13]([C:16]3[CH:22]=[CH:21][C:19]([CH3:20])=[CH:18][CH:17]=3)(=[O:15])=[O:14])[C:4]=2[C:5](=[O:9])[N:6]([CH3:8])[CH:7]=1.[CH3:23][C:24]1([CH3:40])[C:28]([CH3:30])([CH3:29])[O:27][B:26]([B:26]2[O:27][C:28]([CH3:30])([CH3:29])[C:24]([CH3:40])([CH3:23])[O:25]2)[O:25]1.C([O-])(=O)C.[K+].C1(P(C2CCCCC2)C2C=CC=CC=2C2C(C(C)C)=CC(C(C)C)=CC=2C(C)C)CCCCC1. The product is [CH3:8][N:6]1[CH:7]=[C:2]([B:26]2[O:27][C:28]([CH3:30])([CH3:29])[C:24]([CH3:40])([CH3:23])[O:25]2)[C:3]2[CH:12]=[CH:11][N:10]([S:13]([C:16]3[CH:22]=[CH:21][C:19]([CH3:20])=[CH:18][CH:17]=3)(=[O:15])=[O:14])[C:4]=2[C:5]1=[O:9]. The catalyst is C1C=CC(/C=C/C(/C=C/C2C=CC=CC=2)=O)=CC=1.C1C=CC(/C=C/C(/C=C/C2C=CC=CC=2)=O)=CC=1.C1C=CC(/C=C/C(/C=C/C2C=CC=CC=2)=O)=CC=1.[Pd].[Pd]. (4) The reactants are [Br:1][C:2]1[CH:10]=[CH:9][CH:8]=[CH:7][C:3]=1[C:4]([OH:6])=O.CCN=C=NCCCN(C)C.C1C=CC2N(O)N=NC=2C=1.CN1CCOCC1.[NH2:39][CH2:40][C:41]([NH:43][C@H:44]([B:49]1[O:53][C@@H:52]2[CH2:54][C@@H:55]3[CH2:58][C@H:57]([C@:51]2([CH3:61])[O:50]1)[C:56]3([CH3:60])[CH3:59])[CH2:45][CH:46]([CH3:48])[CH3:47])=[O:42]. The catalyst is C(Cl)Cl. The product is [Br:1][C:2]1[CH:10]=[CH:9][CH:8]=[CH:7][C:3]=1[C:4]([NH:39][CH2:40][C:41]([NH:43][C@H:44]([B:49]1[O:53][C@@H:52]2[CH2:54][C@@H:55]3[CH2:58][C@H:57]([C@:51]2([CH3:61])[O:50]1)[C:56]3([CH3:59])[CH3:60])[CH2:45][CH:46]([CH3:48])[CH3:47])=[O:42])=[O:6]. The yield is 0.780. (5) The reactants are [OH:1][CH2:2][CH2:3][NH:4][C:5](=[O:12])[C:6]1[CH:11]=[CH:10][CH:9]=[CH:8][CH:7]=1.Cl[C:14]1[N:15]=[C:16]([OH:24])[C:17]2[CH:23]=[CH:22][N:21]=[CH:20][C:18]=2[N:19]=1. No catalyst specified. The product is [OH:24][C:16]1[C:17]2[CH:23]=[CH:22][N:21]=[CH:20][C:18]=2[N:19]=[C:14]([O:1][CH2:2][CH2:3][NH:4][C:5](=[O:12])[C:6]2[CH:11]=[CH:10][CH:9]=[CH:8][CH:7]=2)[N:15]=1. The yield is 0.230. (6) The reactants are Cl[C:2]1[C:7]([CH:8]=[O:9])=[C:6]([N:10]2[C:22](=[O:23])[C:14]3[CH:15]=[C:16]4[N:21]([C:13]=3[CH:12]=[N:11]2)[CH2:20][CH2:19][CH2:18][CH2:17]4)[N:5]=[CH:4][CH:3]=1.[CH3:24][N:25]1[CH:30]=[C:29](B2OC(C)(C)C(C)(C)O2)[CH:28]=[C:27]([NH:40][C:41]2[CH:50]=[C:44]3[CH2:45][N:46]([CH3:49])[CH2:47][CH2:48][N:43]3[N:42]=2)[C:26]1=[O:51].C([O-])(=O)C.[Na+].[O-]P([O-])([O-])=O.[K+].[K+].[K+]. The catalyst is C1C=CC(P(C2C=CC=CC=2)[C-]2C=CC=C2)=CC=1.C1C=CC(P(C2C=CC=CC=2)[C-]2C=CC=C2)=CC=1.Cl[Pd]Cl.[Fe+2].O.C(#N)C. The product is [CH3:24][N:25]1[C:26](=[O:51])[C:27]([NH:40][C:41]2[CH:50]=[C:44]3[CH2:45][N:46]([CH3:49])[CH2:47][CH2:48][N:43]3[N:42]=2)=[CH:28][C:29]([C:2]2[C:7]([CH:8]=[O:9])=[C:6]([N:10]3[C:22](=[O:23])[C:14]4[CH:15]=[C:16]5[N:21]([C:13]=4[CH:12]=[N:11]3)[CH2:20][CH2:19][CH2:18][CH2:17]5)[N:5]=[CH:4][CH:3]=2)=[CH:30]1. The yield is 0.550. (7) The reactants are [CH3:1][C:2]1[CH:7]=[CH:6][C:5](B2OC(C)(C)C(C)(C)O2)=[CH:4][N:3]=1.Br[C:18]1[CH:23]=[CH:22][N:21]=[C:20]([O:24][CH3:25])[CH:19]=1. No catalyst specified. The product is [CH3:25][O:24][C:20]1[CH:19]=[C:18]([C:5]2[CH:4]=[N:3][C:2]([CH3:1])=[CH:7][CH:6]=2)[CH:23]=[CH:22][N:21]=1. The yield is 0.980. (8) The reactants are [C:1](OC(=O)C)(=[O:3])C.[NH2:8][CH:9]([C:14]1[CH:19]=[CH:18][CH:17]=[CH:16][CH:15]=1)[CH2:10][C:11]([OH:13])=[O:12]. The catalyst is C(O)=O. The product is [CH:1]([NH:8][CH:9]([C:14]1[CH:19]=[CH:18][CH:17]=[CH:16][CH:15]=1)[CH2:10][C:11]([OH:13])=[O:12])=[O:3]. The yield is 0.910.